From a dataset of Forward reaction prediction with 1.9M reactions from USPTO patents (1976-2016). Predict the product of the given reaction. (1) Given the reactants [CH3:1][C:2]1[CH:7]=[CH:6][CH:5]=[CH:4][C:3]=1[C:8]1[CH:13]=[CH:12][C:11]([C:14]([N:16]2[CH2:23][C:22](=O)[CH2:21][C@H:17]2[C:18]([OH:20])=[O:19])=[O:15])=[CH:10][CH:9]=1.Cl.[CH3:26][O:27][NH2:28].ClCCl, predict the reaction product. The product is: [CH3:26][O:27][N:28]=[C:22]1[CH2:23][N:16]([C:14]([C:11]2[CH:12]=[CH:13][C:8]([C:3]3[CH:4]=[CH:5][CH:6]=[CH:7][C:2]=3[CH3:1])=[CH:9][CH:10]=2)=[O:15])[C@H:17]([C:18]([OH:20])=[O:19])[CH2:21]1. (2) Given the reactants [C:1]([O:5][C:6](=[O:23])[NH:7][C:8]1[CH:13]=[C:12]([N:14]2[CH2:18][CH2:17][CH2:16][CH2:15]2)[C:11]([Cl:19])=[CH:10][C:9]=1[N+:20]([O-])=O)([CH3:4])([CH3:3])[CH3:2].O.O.Cl[Sn]Cl, predict the reaction product. The product is: [C:1]([O:5][C:6](=[O:23])[NH:7][C:8]1[CH:13]=[C:12]([N:14]2[CH2:18][CH2:17][CH2:16][CH2:15]2)[C:11]([Cl:19])=[CH:10][C:9]=1[NH2:20])([CH3:4])([CH3:2])[CH3:3]. (3) Given the reactants CC(C)([O-])C.[K+].[NH2:7][C:8]1([CH2:24][OH:25])[C:21]2[CH:20]=[C:19]([Cl:22])[N:18]=[CH:17][C:16]=2[O:15][C:14]2[C:9]1=[CH:10][C:11]([Br:23])=[CH:12][CH:13]=2.[N+:26](/[CH:29]=[CH:30]/[CH:31]1[CH2:36][CH2:35][CH2:34][CH2:33][CH2:32]1)([O-:28])=[O:27].C(O)(=O)C, predict the reaction product. The product is: [Br:23][C:11]1[CH:10]=[C:9]2[C:14](=[CH:13][CH:12]=1)[O:15][C:16]1[CH:17]=[N:18][C:19]([Cl:22])=[CH:20][C:21]=1[C:8]2([CH2:24][O:25][CH:30]([CH:31]1[CH2:36][CH2:35][CH2:34][CH2:33][CH2:32]1)[CH2:29][N+:26]([O-:28])=[O:27])[NH2:7]. (4) Given the reactants C([Mg]Cl)(C)C.I[C:7]1[CH:8]=[C:9]([C:14]2[O:15][C:16]([CH3:19])=[N:17][N:18]=2)[CH:10]=[CH:11][C:12]=1[CH3:13].[B:20](OC(C)C)([O:25]C(C)C)[O:21]C(C)C.Cl, predict the reaction product. The product is: [CH3:13][C:12]1[CH:11]=[CH:10][C:9]([C:14]2[O:15][C:16]([CH3:19])=[N:17][N:18]=2)=[CH:8][C:7]=1[B:20]([OH:25])[OH:21]. (5) Given the reactants C(C1C=CC(S[CH2:12][C:13]2[C:22]3[C:17](=[CH:18][CH:19]=[C:20]([C:23]4[CH:28]=[CH:27][CH:26]=[CH:25][C:24]=4[O:29][CH3:30])[CH:21]=3)[NH:16][C:15]([CH3:32])([CH3:31])[CH:14]=2)=CC=1)(C)(C)C.BrCC1[C:44]2[C:39](=[CH:40][CH:41]=[C:42](C3C=CC=CC=3OC)[CH:43]=2)[NH:38]C(C)(C)C=1.C(=O)([O-])[O-].[K+].[K+].C(C1C=CC(C2C=CC=CC=2S)=CC=1)(C)(C)C, predict the reaction product. The product is: [CH3:30][O:29][C:24]1[CH:25]=[CH:26][CH:27]=[CH:28][C:23]=1[C:20]1[CH:21]=[C:22]2[C:17](=[CH:18][CH:19]=1)[NH:16][C:15]([CH3:32])([CH3:31])[CH:14]=[C:13]2[CH2:12][NH:38][C:39]1[CH:44]=[CH:43][CH:42]=[CH:41][CH:40]=1.